Dataset: Forward reaction prediction with 1.9M reactions from USPTO patents (1976-2016). Task: Predict the product of the given reaction. (1) The product is: [Cl:12][C:9]1[S:8][C:4]2[N:5]=[CH:6][N:7]=[C:2]([NH:13][C:14]3[CH:27]=[CH:26][C:25]([F:28])=[CH:24][C:15]=3[O:16][C@H:17]3[CH2:22][CH2:21][CH2:20][C@H:19]([OH:23])[CH2:18]3)[C:3]=2[C:10]=1[CH3:11]. Given the reactants Cl[C:2]1[C:3]2[C:10]([CH3:11])=[C:9]([Cl:12])[S:8][C:4]=2[N:5]=[CH:6][N:7]=1.[NH2:13][C:14]1[CH:27]=[CH:26][C:25]([F:28])=[CH:24][C:15]=1[O:16][C@H:17]1[CH2:22][CH2:21][CH2:20][C@H:19]([OH:23])[CH2:18]1.O.C1(C)C=CC(S(O)(=O)=O)=CC=1, predict the reaction product. (2) Given the reactants [CH3:1][C:2]1[CH:3]=[C:4]([C:9]2[CH:10]=[N:11][N:12]3[C:17]([C:18]4[CH:19]=[C:20]([CH:23]=[CH:24][CH:25]=4)[C:21]#[N:22])=[CH:16][CH:15]=[N:14][C:13]=23)[CH:5]=[C:6]([CH3:8])[CH:7]=1.[N-:26]=[N+:27]=[N-:28].[Na+], predict the reaction product. The product is: [CH3:8][C:6]1[CH:5]=[C:4]([C:9]2[CH:10]=[N:11][N:12]3[C:17]([C:18]4[CH:25]=[CH:24][CH:23]=[C:20]([C:21]5[NH:28][N:27]=[N:26][N:22]=5)[CH:19]=4)=[CH:16][CH:15]=[N:14][C:13]=23)[CH:3]=[C:2]([CH3:1])[CH:7]=1.